From a dataset of Catalyst prediction with 721,799 reactions and 888 catalyst types from USPTO. Predict which catalyst facilitates the given reaction. (1) Reactant: COC1C=CC([NH:9][CH2:10][CH2:11][CH2:12][O:13][C:14]2[CH:23]=[CH:22][C:21]3[C:16](=[CH:17][CH:18]=[CH:19][CH:20]=3)[CH:15]=2)=CC=1.C(Br)C. Product: [CH:15]1[C:16]2[C:21](=[CH:20][CH:19]=[CH:18][CH:17]=2)[CH:22]=[CH:23][C:14]=1[O:13][CH2:12][CH2:11][CH2:10][NH2:9]. The catalyst class is: 21. (2) Reactant: [O:1]=[O+][O-].[CH:4]1([C@H:7]([NH:9][C:10]2[N:15]=[C:14]([NH:16][C@@H:17]([CH:19]3[CH2:21][CH2:20]3)[CH3:18])[N:13]=[C:12]([C:22]3[CH:27]=[CH:26][CH:25]=[C:24]([CH:28]=C)[N:23]=3)[N:11]=2)[CH3:8])[CH2:6][CH2:5]1. Product: [CH:4]1([C@H:7]([NH:9][C:10]2[N:15]=[C:14]([NH:16][C@@H:17]([CH:19]3[CH2:21][CH2:20]3)[CH3:18])[N:13]=[C:12]([C:22]3[N:23]=[C:24]([CH:28]=[O:1])[CH:25]=[CH:26][CH:27]=3)[N:11]=2)[CH3:8])[CH2:6][CH2:5]1. The catalyst class is: 2. (3) Reactant: ClC1C=CC=C(C(OO)=[O:9])C=1.[CH3:12][C:13]1[CH:14]=[C:15]2[C:20](=[CH:21][CH:22]=1)[N:19]=[CH:18][C:17]([N+:23]([O-:25])=[O:24])=[CH:16]2. Product: [CH3:12][C:13]1[CH:14]=[C:15]2[C:20](=[CH:21][CH:22]=1)[N+:19]([O-:9])=[CH:18][C:17]([N+:23]([O-:25])=[O:24])=[CH:16]2. The catalyst class is: 4. (4) Reactant: [CH3:1][O:2][C:3]([C@H:5]1[N:9]2[C:10](=[O:31])[C:11]([N+:28]([O-:30])=[O:29])=[C:12]([CH2:17][C:18]3[C:27]4[C:22](=CC=CC=4)[CH:21]=[CH:20]C=3)[C:13]([CH:14]3[CH2:16][CH2:15]3)=[C:8]2[S:7][CH2:6]1)=[O:4].COC([C@H]1N2C(=O)C=C(CCCCCC)C([C:45]3C=CC=[C:47]([C:51]([F:54])([F:53])[F:52])[CH:46]=3)=C2SC1)=O.N([O-])=O.[Na+].C(O)(C(F)(F)F)=O. Product: [CH3:1][O:2][C:3]([C@H:5]1[N:9]2[C:10](=[O:31])[C:11]([N+:28]([O-:30])=[O:29])=[C:12]([CH2:17][CH2:18][CH2:27][CH2:22][CH2:21][CH3:20])[C:13]([C:14]3[CH:15]=[CH:45][CH:46]=[C:47]([C:51]([F:54])([F:53])[F:52])[CH:16]=3)=[C:8]2[S:7][CH2:6]1)=[O:4]. The catalyst class is: 2.